From a dataset of Catalyst prediction with 721,799 reactions and 888 catalyst types from USPTO. Predict which catalyst facilitates the given reaction. Reactant: [Cl:1][C:2]1[CH:3]=[C:4]([N:9]=[C:10]([C:13]2[C:17]([CH2:18][O:19][Si:20]([CH:27]([CH3:29])[CH3:28])([CH:24]([CH3:26])[CH3:25])[CH:21]([CH3:23])[CH3:22])=[N:16][O:15][N:14]=2)SC)[CH:5]=[CH:6][C:7]=1[F:8].[NH2:30][OH:31]. Product: [Cl:1][C:2]1[CH:3]=[C:4]([NH:9][C:10]([C:13]2[C:17]([CH2:18][O:19][Si:20]([CH:27]([CH3:29])[CH3:28])([CH:24]([CH3:26])[CH3:25])[CH:21]([CH3:23])[CH3:22])=[N:16][O:15][N:14]=2)=[N:30][OH:31])[CH:5]=[CH:6][C:7]=1[F:8]. The catalyst class is: 14.